From a dataset of Catalyst prediction with 721,799 reactions and 888 catalyst types from USPTO. Predict which catalyst facilitates the given reaction. (1) Reactant: [C:1]([C:5]1[N:10]=[C:9]([N:11]2[CH2:16][CH2:15][N:14]([CH2:17][CH2:18][CH2:19][CH2:20][NH2:21])[CH2:13][CH2:12]2)[CH:8]=[C:7]([C:22]([F:25])([F:24])[F:23])[N:6]=1)([CH3:4])([CH3:3])[CH3:2].C1N=CN([C:31](N2C=NC=C2)=[O:32])C=1.[C:38]([C:40]1[CH:45]=[CH:44][CH:43]=[CH:42][C:41]=1[N:46]1[CH2:51][CH2:50][NH:49][CH2:48][CH2:47]1)#[N:39]. Product: [C:1]([C:5]1[N:10]=[C:9]([N:11]2[CH2:16][CH2:15][N:14]([CH2:17][CH2:18][CH2:19][CH2:20][NH:21][C:31]([N:49]3[CH2:50][CH2:51][N:46]([C:41]4[CH:42]=[CH:43][CH:44]=[CH:45][C:40]=4[C:38]#[N:39])[CH2:47][CH2:48]3)=[O:32])[CH2:13][CH2:12]2)[CH:8]=[C:7]([C:22]([F:24])([F:25])[F:23])[N:6]=1)([CH3:4])([CH3:2])[CH3:3]. The catalyst class is: 147. (2) Reactant: [NH:1]1[CH:5]=[CH:4][CH:3]=[N:2]1.C([O-])([O-])=O.[Cs+].[Cs+].[C@@H]1(N)CCCC[C@H]1N.CCCCCCCCCCCC.Br[C:33]1[CH:34]=[C:35]([CH2:39][C:40]([OH:42])=[O:41])[CH:36]=[CH:37][CH:38]=1.[OH-].[Na+]. Product: [N:1]1([C:33]2[CH:34]=[C:35]([CH2:39][C:40]([OH:42])=[O:41])[CH:36]=[CH:37][CH:38]=2)[CH:5]=[CH:4][CH:3]=[N:2]1. The catalyst class is: 185. (3) Reactant: [Li]CCCC.[Si:6]([O:13][CH2:14][CH2:15][CH:16]([C:24]1[S:28][C:27](Cl)=[N:26][C:25]=1[Cl:30])[O:17][CH:18]1[CH2:23][CH2:22][CH2:21][CH2:20][O:19]1)([C:9]([CH3:12])([CH3:11])[CH3:10])([CH3:8])[CH3:7]. Product: [Si:6]([O:13][CH2:14][CH2:15][CH:16]([C:24]1[S:28][CH:27]=[N:26][C:25]=1[Cl:30])[O:17][CH:18]1[CH2:23][CH2:22][CH2:21][CH2:20][O:19]1)([C:9]([CH3:12])([CH3:10])[CH3:11])([CH3:7])[CH3:8]. The catalyst class is: 1. (4) Reactant: [OH:1][CH:2]1[CH2:6][CH2:5][N:4]([C:7]([O:9][CH2:10][C:11]2[CH:16]=[CH:15][CH:14]=[CH:13][CH:12]=2)=[O:8])[CH2:3]1.[H-].[Na+].Br[CH2:20][CH2:21][O:22][CH2:23][C:24]1[CH:29]=[CH:28][CH:27]=[CH:26][CH:25]=1. Product: [CH2:23]([O:22][CH2:21][CH2:20][O:1][CH:2]1[CH2:6][CH2:5][N:4]([C:7]([O:9][CH2:10][C:11]2[CH:16]=[CH:15][CH:14]=[CH:13][CH:12]=2)=[O:8])[CH2:3]1)[C:24]1[CH:29]=[CH:28][CH:27]=[CH:26][CH:25]=1. The catalyst class is: 807. (5) Reactant: [Cl:1][C:2]1[CH:3]=[CH:4][C:5]([O:20]CC2C=CC(Cl)=CC=2F)=[C:6]([CH2:8][C:9]2[N:14]=[C:13]([C:15]([O:17]CC)=[O:16])[CH:12]=[CH:11][CH:10]=2)[CH:7]=1.C[S-].[Na+].CN(C)C=O. Product: [Cl:1][C:2]1[CH:3]=[CH:4][C:5]([OH:20])=[C:6]([CH2:8][C:9]2[N:14]=[C:13]([C:15]([OH:17])=[O:16])[CH:12]=[CH:11][CH:10]=2)[CH:7]=1. The catalyst class is: 6.